From a dataset of NCI-60 drug combinations with 297,098 pairs across 59 cell lines. Regression. Given two drug SMILES strings and cell line genomic features, predict the synergy score measuring deviation from expected non-interaction effect. (1) Drug 1: CC1=C(N=C(N=C1N)C(CC(=O)N)NCC(C(=O)N)N)C(=O)NC(C(C2=CN=CN2)OC3C(C(C(C(O3)CO)O)O)OC4C(C(C(C(O4)CO)O)OC(=O)N)O)C(=O)NC(C)C(C(C)C(=O)NC(C(C)O)C(=O)NCCC5=NC(=CS5)C6=NC(=CS6)C(=O)NCCC[S+](C)C)O. Drug 2: C1=NC2=C(N1)C(=S)N=CN2. Cell line: SK-MEL-5. Synergy scores: CSS=30.3, Synergy_ZIP=-9.38, Synergy_Bliss=1.99, Synergy_Loewe=4.09, Synergy_HSA=6.70. (2) Drug 1: CC1=C(C=C(C=C1)C(=O)NC2=CC(=CC(=C2)C(F)(F)F)N3C=C(N=C3)C)NC4=NC=CC(=N4)C5=CN=CC=C5. Drug 2: CC1C(C(CC(O1)OC2CC(CC3=C2C(=C4C(=C3O)C(=O)C5=CC=CC=C5C4=O)O)(C(=O)C)O)N)O. Cell line: MDA-MB-231. Synergy scores: CSS=44.7, Synergy_ZIP=3.37, Synergy_Bliss=5.63, Synergy_Loewe=-16.9, Synergy_HSA=5.21. (3) Drug 1: C1=NC2=C(N=C(N=C2N1C3C(C(C(O3)CO)O)F)Cl)N. Drug 2: C1=CC=C(C(=C1)C(C2=CC=C(C=C2)Cl)C(Cl)Cl)Cl. Cell line: DU-145. Synergy scores: CSS=0.886, Synergy_ZIP=0.224, Synergy_Bliss=1.58, Synergy_Loewe=1.25, Synergy_HSA=0.310. (4) Drug 1: C1=NC(=NC(=O)N1C2C(C(C(O2)CO)O)O)N. Drug 2: CC(C)CN1C=NC2=C1C3=CC=CC=C3N=C2N. Cell line: OVCAR-5. Synergy scores: CSS=26.5, Synergy_ZIP=-7.52, Synergy_Bliss=0.352, Synergy_Loewe=0.232, Synergy_HSA=0.431. (5) Drug 1: C1CCC(CC1)NC(=O)N(CCCl)N=O. Drug 2: COC1=NC(=NC2=C1N=CN2C3C(C(C(O3)CO)O)O)N. Cell line: IGROV1. Synergy scores: CSS=8.13, Synergy_ZIP=-1.77, Synergy_Bliss=6.02, Synergy_Loewe=-4.52, Synergy_HSA=2.88. (6) Drug 1: CC1CCC2CC(C(=CC=CC=CC(CC(C(=O)C(C(C(=CC(C(=O)CC(OC(=O)C3CCCCN3C(=O)C(=O)C1(O2)O)C(C)CC4CCC(C(C4)OC)OCCO)C)C)O)OC)C)C)C)OC. Drug 2: C1=CC=C(C(=C1)C(C2=CC=C(C=C2)Cl)C(Cl)Cl)Cl. Cell line: EKVX. Synergy scores: CSS=1.26, Synergy_ZIP=3.04, Synergy_Bliss=5.68, Synergy_Loewe=2.88, Synergy_HSA=2.72.